From a dataset of NCI-60 drug combinations with 297,098 pairs across 59 cell lines. Regression. Given two drug SMILES strings and cell line genomic features, predict the synergy score measuring deviation from expected non-interaction effect. (1) Drug 1: C1=CC(=CC=C1CC(C(=O)O)N)N(CCCl)CCCl.Cl. Drug 2: C1CN(CCN1C(=O)CCBr)C(=O)CCBr. Cell line: MOLT-4. Synergy scores: CSS=87.4, Synergy_ZIP=4.37, Synergy_Bliss=2.85, Synergy_Loewe=-0.829, Synergy_HSA=5.06. (2) Drug 1: C1=C(C(=O)NC(=O)N1)F. Drug 2: C1=NC(=NC(=O)N1C2C(C(C(O2)CO)O)O)N. Cell line: 786-0. Synergy scores: CSS=22.7, Synergy_ZIP=-1.06, Synergy_Bliss=-3.54, Synergy_Loewe=-3.74, Synergy_HSA=-3.24.